From a dataset of Catalyst prediction with 721,799 reactions and 888 catalyst types from USPTO. Predict which catalyst facilitates the given reaction. (1) Reactant: C[Si]([N-][Si](C)(C)C)(C)C.[Na+].[CH2:11]([C@H:18]1[CH2:22][O:21][C:20](=[O:23])[N:19]1[C:24](=[O:32])[CH2:25][C:26]1[CH:31]=[CH:30][CH:29]=[CH:28][CH:27]=1)[C:12]1[CH:17]=[CH:16][CH:15]=[CH:14][CH:13]=1.Br[CH2:34][C:35]([O:37][C:38]([CH3:41])([CH3:40])[CH3:39])=[O:36].[NH4+].[Cl-]. Product: [CH2:11]([C@H:18]1[CH2:22][O:21][C:20](=[O:23])[N:19]1[C:24](=[O:32])[C@H:25]([C:26]1[CH:27]=[CH:28][CH:29]=[CH:30][CH:31]=1)[CH2:34][C:35]([O:37][C:38]([CH3:41])([CH3:40])[CH3:39])=[O:36])[C:12]1[CH:13]=[CH:14][CH:15]=[CH:16][CH:17]=1. The catalyst class is: 56. (2) Reactant: [Cl:1][CH2:2][C:3](=[CH2:49])[CH2:4][O:5][C:6]1[CH:48]=[CH:47][C:9]([CH2:10][NH:11][C:12]2[N:17]=[C:16]([O:18][CH2:19][C:20]([F:23])([F:22])[F:21])[N:15]=[C:14]([NH:24][C:25]3[CH:46]=[CH:45][C:28]([C:29]([NH:31][CH2:32][C:33]([CH3:44])([CH3:43])[CH2:34][NH:35]C(=O)OC(C)(C)C)=[O:30])=[CH:27][N:26]=3)[CH:13]=2)=[CH:8][CH:7]=1.C(O)(C(F)(F)F)=O. Product: [NH2:35][CH2:34][C:33]([CH3:44])([CH3:43])[CH2:32][NH:31][C:29](=[O:30])[C:28]1[CH:45]=[CH:46][C:25]([NH:24][C:14]2[CH:13]=[C:12]([NH:11][CH2:10][C:9]3[CH:47]=[CH:48][C:6]([O:5][CH2:4][C:3]([CH2:2][Cl:1])=[CH2:49])=[CH:7][CH:8]=3)[N:17]=[C:16]([O:18][CH2:19][C:20]([F:23])([F:22])[F:21])[N:15]=2)=[N:26][CH:27]=1. The catalyst class is: 2. (3) Reactant: Br[C:2]1[C:7](=[O:8])[N:6]([CH2:9][C:10]2[CH:15]=[CH:14][C:13]([C:16]3[C:17]([C:22]#[N:23])=[CH:18][CH:19]=[CH:20][CH:21]=3)=[CH:12][CH:11]=2)[C:5]([CH2:24][CH2:25][CH3:26])=[N:4][C:3]=1[CH2:27][CH3:28].[F:29][C:30]([F:42])([F:41])[O:31][C:32]1[CH:37]=[CH:36][C:35](B(O)O)=[CH:34][CH:33]=1.C(=O)([O-])[O-].[Cs+].[Cs+]. Product: [CH2:27]([C:3]1[N:4]=[C:5]([CH2:24][CH2:25][CH3:26])[N:6]([CH2:9][C:10]2[CH:11]=[CH:12][C:13]([C:16]3[C:17]([C:22]#[N:23])=[CH:18][CH:19]=[CH:20][CH:21]=3)=[CH:14][CH:15]=2)[C:7](=[O:8])[C:2]=1[C:35]1[CH:34]=[CH:33][C:32]([O:31][C:30]([F:29])([F:41])[F:42])=[CH:37][CH:36]=1)[CH3:28]. The catalyst class is: 439. (4) Reactant: Cl.[F:2][C:3]1[CH:8]=[CH:7][C:6]([NH:9][NH2:10])=[CH:5][CH:4]=1.[Cl:11][C:12]1[C:17]2[O:18][CH2:19][C:20](=[O:22])[NH:21][C:16]=2[CH:15]=[C:14]([C:23](=O)[CH2:24][C:25](=O)[C:26]([F:29])([F:28])[F:27])[CH:13]=1. Product: [Cl:11][C:12]1[C:17]2[O:18][CH2:19][C:20](=[O:22])[NH:21][C:16]=2[CH:15]=[C:14]([C:23]2[N:9]([C:6]3[CH:7]=[CH:8][C:3]([F:2])=[CH:4][CH:5]=3)[N:10]=[C:25]([C:26]([F:29])([F:28])[F:27])[CH:24]=2)[CH:13]=1. The catalyst class is: 28. (5) Reactant: [CH:1](=[O:4])[CH2:2][CH3:3].Cl.[CH2:6]([NH2:13])[C:7]1[CH:12]=[CH:11][CH:10]=[CH:9][CH:8]=1.[CH3:14][C:15]([CH3:17])=O.C(O)=O.C(O)=O.[C:24]([O-])(=O)[CH3:25].[Na+].[C:29](=O)([O-])[O-].[Na+].[Na+]. Product: [CH2:6]([N:13]1[CH:15]([CH2:17][CH3:29])[CH2:14][C:1](=[O:4])[CH2:2][CH:3]1[CH2:24][CH3:25])[C:7]1[CH:12]=[CH:11][CH:10]=[CH:9][CH:8]=1. The catalyst class is: 232. (6) Reactant: [C:1]([O:5][C:6]([N:8]1[CH2:12][CH2:11][CH2:10][C@:9]1([CH2:16][C:17]1[CH:22]=[CH:21][CH:20]=[C:19]([F:23])[CH:18]=1)[C:13]([OH:15])=O)=[O:7])([CH3:4])([CH3:3])[CH3:2].Cl.[CH:25]1([N:29]2[CH2:35][CH2:34][CH2:33][NH:32][CH2:31][CH2:30]2)[CH2:28][CH2:27][CH2:26]1.C1C=CC2N(O)N=NC=2C=1.C(Cl)CCl.CN1CCOCC1. Product: [C:1]([O:5][C:6]([N:8]1[CH2:12][CH2:11][CH2:10][C@@:9]1([C:13]([N:32]1[CH2:33][CH2:34][CH2:35][N:29]([CH:25]2[CH2:26][CH2:27][CH2:28]2)[CH2:30][CH2:31]1)=[O:15])[CH2:16][C:17]1[CH:22]=[CH:21][CH:20]=[C:19]([F:23])[CH:18]=1)=[O:7])([CH3:3])([CH3:2])[CH3:4]. The catalyst class is: 2. (7) Reactant: I[C:2]1[N:6]2[CH:7]=[CH:8][CH:9]=[C:10]([CH3:11])[C:5]2=[N:4][C:3]=1[CH2:12][C@@H:13]1[CH2:18][CH2:17][CH2:16][CH2:15][N:14]1[C:19]([O:21][C:22]([CH3:25])([CH3:24])[CH3:23])=[O:20].[CH3:26]B(O)O.[OH-].[Na+].O. Product: [CH3:26][C:2]1[N:6]2[CH:7]=[CH:8][CH:9]=[C:10]([CH3:11])[C:5]2=[N:4][C:3]=1[CH2:12][C@@H:13]1[CH2:18][CH2:17][CH2:16][CH2:15][N:14]1[C:19]([O:21][C:22]([CH3:25])([CH3:24])[CH3:23])=[O:20]. The catalyst class is: 104. (8) Reactant: [NH2:1][C:2]1[S:3][C:4]2[CH:10]=[CH:9][C:8](Br)=[CH:7][C:5]=2[N:6]=1.CN(C)CCN(C)C.C([Li])(C)(C)C.[B:25](OC(C)C)([O:30]C(C)C)[O:26]C(C)C.S(=O)(=O)(O)O. Product: [NH2:1][C:2]1[S:3][C:4]2[CH:10]=[CH:9][C:8]([B:25]([OH:30])[OH:26])=[CH:7][C:5]=2[N:6]=1. The catalyst class is: 773. (9) Reactant: [NH2:1][C@@H:2]1[CH2:7][CH2:6][C@H:5]([NH:8][C:9]2[N:18]=[C:17]([N:19]([CH2:22]C)[CH2:20]C)[C:16]3[C:11](=[CH:12][CH:13]=[CH:14][CH:15]=3)[N:10]=2)[CH2:4][CH2:3]1.[Br:24][C:25]1[CH:30]=[CH:29][C:28]([CH2:31][CH2:32][CH2:33][CH:34]=O)=[C:27]([O:36][C:37]([F:40])([F:39])[F:38])[CH:26]=1.C(O)(=O)C.[BH3-]C#N.[Na+].[ClH:49]. Product: [ClH:49].[ClH:49].[Br:24][C:25]1[CH:30]=[CH:29][C:28]([CH2:31][CH2:32][CH2:33][CH2:34][NH:1][C@@H:2]2[CH2:7][CH2:6][C@H:5]([NH:8][C:9]3[N:18]=[C:17]([N:19]([CH3:20])[CH3:22])[C:16]4[C:11](=[CH:12][CH:13]=[CH:14][CH:15]=4)[N:10]=3)[CH2:4][CH2:3]2)=[C:27]([O:36][C:37]([F:38])([F:39])[F:40])[CH:26]=1. The catalyst class is: 191. (10) Reactant: [Si:1]([O:8][CH2:9][C:10]1[CH:11]=[CH:12][C:13]([Cl:17])=[C:14]([CH:16]=1)[NH2:15])([C:4]([CH3:7])([CH3:6])[CH3:5])([CH3:3])[CH3:2].C[Si]([N-][Si](C)(C)C)(C)C.[Na+].[C:28](O[C:28]([O:30][C:31]([CH3:34])([CH3:33])[CH3:32])=[O:29])([O:30][C:31]([CH3:34])([CH3:33])[CH3:32])=[O:29]. Product: [Si:1]([O:8][CH2:9][C:10]1[CH:11]=[CH:12][C:13]([Cl:17])=[C:14]([NH:15][C:28](=[O:29])[O:30][C:31]([CH3:34])([CH3:33])[CH3:32])[CH:16]=1)([C:4]([CH3:7])([CH3:6])[CH3:5])([CH3:3])[CH3:2]. The catalyst class is: 1.